This data is from Full USPTO retrosynthesis dataset with 1.9M reactions from patents (1976-2016). The task is: Predict the reactants needed to synthesize the given product. The reactants are: [Cl:1][C:2]1[CH:24]=[CH:23][C:5]2[N:6]=[C:7]([NH:9][C:10]3[N:14]([CH3:15])[C:13]4[CH:16]=[CH:17][C:18]([C:20]([OH:22])=O)=[CH:19][C:12]=4[N:11]=3)[S:8][C:4]=2[CH:3]=1.[CH3:25][O:26][CH2:27][CH2:28][NH2:29].CN(C(ON1N=NC2C=CC=CC1=2)=[N+](C)C)C.F[P-](F)(F)(F)(F)F.CCN(C(C)C)C(C)C. Given the product [CH3:25][O:26][CH2:27][CH2:28][NH:29][C:20]([C:18]1[CH:17]=[CH:16][C:13]2[N:14]([CH3:15])[C:10]([NH:9][C:7]3[S:8][C:4]4[CH:3]=[C:2]([Cl:1])[CH:24]=[CH:23][C:5]=4[N:6]=3)=[N:11][C:12]=2[CH:19]=1)=[O:22], predict the reactants needed to synthesize it.